This data is from Catalyst prediction with 721,799 reactions and 888 catalyst types from USPTO. The task is: Predict which catalyst facilitates the given reaction. (1) Reactant: [C:1]1([S:7]([N:10]2[C:18]3[CH:17]=[CH:16][N+:15]([O-])=[CH:14][C:13]=3[CH:12]=[CH:11]2)(=[O:9])=[O:8])[CH:6]=[CH:5][CH:4]=[CH:3][CH:2]=1.P(Br)(Br)([Br:22])=O. Product: [C:1]1([S:7]([N:10]2[C:18]3[CH:17]=[CH:16][N:15]=[C:14]([Br:22])[C:13]=3[CH:12]=[CH:11]2)(=[O:9])=[O:8])[CH:6]=[CH:5][CH:4]=[CH:3][CH:2]=1. The catalyst class is: 880. (2) Reactant: FC(F)(F)C(OC(=O)C(F)(F)F)=[O:4].[Cl:14][C:15]1[CH:16]=[C:17]2[C:22](=[CH:23][C:24]=1[O:25][CH3:26])[N+:21]([O-])=[CH:20][CH:19]=[CH:18]2.O. Product: [Cl:14][C:15]1[CH:16]=[C:17]2[C:22](=[CH:23][C:24]=1[O:25][CH3:26])[NH:21][C:20](=[O:4])[CH:19]=[CH:18]2. The catalyst class is: 3. (3) Reactant: [NH:1]1[CH2:6][CH2:5][NH:4][CH2:3][CH2:2]1.Cl[C:8]1[S:9][C:10]([C:13]([O:15][CH3:16])=[O:14])=[CH:11][N:12]=1.C(=O)([O-])O.[Na+]. Product: [N:1]1([C:8]2[S:9][C:10]([C:13]([O:15][CH3:16])=[O:14])=[CH:11][N:12]=2)[CH2:6][CH2:5][NH:4][CH2:3][CH2:2]1. The catalyst class is: 8. (4) Reactant: C([Mg]Cl)(C)C.Br[C:7]1[CH:12]=[CH:11][CH:10]=[CH:9][N:8]=1.[Cl:13][C:14]1[CH:19]=[CH:18][C:17]([C:20]2[N:21]=[C:22]([C:25](N(OC)C)=[O:26])[S:23][CH:24]=2)=[CH:16][CH:15]=1. Product: [Cl:13][C:14]1[CH:15]=[CH:16][C:17]([C:20]2[N:21]=[C:22]([C:25]([C:7]3[CH:12]=[CH:11][CH:10]=[CH:9][N:8]=3)=[O:26])[S:23][CH:24]=2)=[CH:18][CH:19]=1. The catalyst class is: 1. (5) Reactant: C([O:8][C:9]1[CH:10]=[C:11]2[C:16](=[CH:17][C:18]=1[O:19][CH3:20])[N:15]=[CH:14][N:13]=[C:12]2[NH:21][C:22]1[CH:27]=[CH:26][C:25]([F:28])=[C:24]([Cl:29])[CH:23]=1)C1C=CC=CC=1. Product: [Cl:29][C:24]1[CH:23]=[C:22]([NH:21][C:12]2[C:11]3[C:16](=[CH:17][C:18]([O:19][CH3:20])=[C:9]([OH:8])[CH:10]=3)[N:15]=[CH:14][N:13]=2)[CH:27]=[CH:26][C:25]=1[F:28]. The catalyst class is: 19. (6) Reactant: O=[C:2]1[CH2:7][CH2:6][CH2:5][CH2:4][CH:3]1[C:8]#[N:9].[NH2:10][C:11](N)=[O:12].CC[OH:16]. Product: [NH:10]1[C:2]2[CH2:7][CH2:6][CH2:5][CH2:4][C:3]=2[C:8](=[O:16])[NH:9][C:11]1=[O:12]. The catalyst class is: 33. (7) Reactant: C1(P(C2C=CC=CC=2)C2C=CC=CC=2)C=CC=CC=1.CCOC(/N=N/C(OCC)=O)=O.[F:32][C:33]([F:42])([F:41])[C:34]1[CH:39]=[CH:38][C:37]([OH:40])=[CH:36][CH:35]=1.O[CH2:44][C@@H:45]([NH:50][C:51]([C:64]1[CH:69]=[CH:68][CH:67]=[CH:66][CH:65]=1)([C:58]1[CH:63]=[CH:62][CH:61]=[CH:60][CH:59]=1)[C:52]1[CH:57]=[CH:56][CH:55]=[CH:54][CH:53]=1)[C:46]([O:48][CH3:49])=[O:47]. Product: [F:32][C:33]([F:41])([F:42])[C:34]1[CH:35]=[CH:36][C:37]([O:40][CH2:44][C@@H:45]([NH:50][C:51]([C:64]2[CH:69]=[CH:68][CH:67]=[CH:66][CH:65]=2)([C:58]2[CH:59]=[CH:60][CH:61]=[CH:62][CH:63]=2)[C:52]2[CH:57]=[CH:56][CH:55]=[CH:54][CH:53]=2)[C:46]([O:48][CH3:49])=[O:47])=[CH:38][CH:39]=1. The catalyst class is: 1. (8) Reactant: N#N.C[O:4][C:5](=[O:16])[CH2:6][CH2:7][CH2:8][CH2:9][C:10]1([CH3:15])[O:14][CH2:13][CH2:12][O:11]1.O.[OH-].[Li+]. Product: [CH3:15][C:10]1([CH2:9][CH2:8][CH2:7][CH2:6][C:5]([OH:16])=[O:4])[O:14][CH2:13][CH2:12][O:11]1. The catalyst class is: 20.